This data is from Forward reaction prediction with 1.9M reactions from USPTO patents (1976-2016). The task is: Predict the product of the given reaction. (1) Given the reactants [CH3:1][N:2]([CH3:31])[C:3]([C:5]1[N:6]=[CH:7][C:8]([O:11][C:12]2[CH:13]=[C:14]([CH:19]=[C:20]([O:22][C@@H:23]([CH3:30])[CH2:24][O:25]C(C)(C)C)[CH:21]=2)[C:15]([O:17][CH3:18])=[O:16])=[N:9][CH:10]=1)=[O:4].C(OCC)(=O)C.O, predict the reaction product. The product is: [CH3:31][N:2]([CH3:1])[C:3]([C:5]1[N:6]=[CH:7][C:8]([O:11][C:12]2[CH:13]=[C:14]([CH:19]=[C:20]([O:22][C@@H:23]([CH3:30])[CH2:24][OH:25])[CH:21]=2)[C:15]([O:17][CH3:18])=[O:16])=[N:9][CH:10]=1)=[O:4]. (2) Given the reactants O[CH2:2][C:3]1[CH:4]=[C:5]([C:11]#[N:12])[CH:6]=[C:7]([CH:10]=1)[C:8]#[N:9].CC1C=C(C#N)C=C(C=1)C#N.[Br:24]N1C(=O)CCC1=O, predict the reaction product. The product is: [Br:24][CH2:2][C:3]1[CH:4]=[C:5]([C:11]#[N:12])[CH:6]=[C:7]([CH:10]=1)[C:8]#[N:9]. (3) Given the reactants C(OC([NH:8][CH2:9][CH:10]([CH3:31])[CH2:11][N:12]1[C:20]2[C:15](=[CH:16][CH:17]=[C:18]([C:21]([O:23][CH2:24][CH3:25])=[O:22])[CH:19]=2)[CH:14]=[C:13]1[C:26](OCC)=[O:27])=O)(C)(C)C.N1C2C(=CC=C(C(OCC)=O)C=2)C=C1C(OCC)=O.C(O)(C(F)(F)F)=O.C(N(CC)CC)C.C([O-])([O-])=O.[K+].[K+], predict the reaction product. The product is: [CH3:31][CH:10]1[CH2:11][N:12]2[C:20]3[CH:19]=[C:18]([C:21]([O:23][CH2:24][CH3:25])=[O:22])[CH:17]=[CH:16][C:15]=3[CH:14]=[C:13]2[C:26](=[O:27])[NH:8][CH2:9]1. (4) Given the reactants [F:1][C:2]([F:16])([F:15])[C:3]([F:14])([F:13])[C:4]([F:12])([F:11])[C:5]([F:10])([F:9])[CH2:6][CH2:7]I.[Li]C(C)(C)C.Cl[SiH:23]([CH:27]([CH3:29])[CH3:28])[CH:24]([CH3:26])[CH3:25].O, predict the reaction product. The product is: [CH:24]([SiH:23]([CH:27]([CH3:29])[CH3:28])[CH2:7][CH2:6][C:5]([F:10])([F:9])[C:4]([F:12])([F:11])[C:3]([F:14])([F:13])[C:2]([F:16])([F:15])[F:1])([CH3:26])[CH3:25]. (5) Given the reactants [C:1]([O:5][C:6]([N:8]1[CH2:13][CH2:12][CH:11]([CH2:14][CH2:15][O:16][C:17]2[CH:22]=[CH:21][C:20]([N+:23]([O-])=O)=[C:19]([N+:26]([O-])=O)[CH:18]=2)[CH2:10][CH2:9]1)=[O:7])([CH3:4])([CH3:3])[CH3:2], predict the reaction product. The product is: [C:1]([O:5][C:6]([N:8]1[CH2:13][CH2:12][CH:11]([CH2:14][CH2:15][O:16][C:17]2[CH:22]=[CH:21][C:20]([NH2:23])=[C:19]([NH2:26])[CH:18]=2)[CH2:10][CH2:9]1)=[O:7])([CH3:4])([CH3:2])[CH3:3]. (6) Given the reactants [O:1]1[CH:5]=[CH:4][CH:3]=[C:2]1[C:6]1[N:7]=[C:8]([NH:28][C:29]([C:31]2[CH:36]=[CH:35][N:34]=[CH:33][CH:32]=2)=[O:30])[S:9][C:10]=1[C:11]([C:13]1[CH:17]=[CH:16][N:15]([Si](C(C)C)(C(C)C)C(C)C)[CH:14]=1)=[O:12].Cl.C(=O)([O-])O.[Na+], predict the reaction product. The product is: [O:1]1[CH:5]=[CH:4][CH:3]=[C:2]1[C:6]1[N:7]=[C:8]([NH:28][C:29]([C:31]2[CH:32]=[CH:33][N:34]=[CH:35][CH:36]=2)=[O:30])[S:9][C:10]=1[C:11]([C:13]1[CH:17]=[CH:16][NH:15][CH:14]=1)=[O:12]. (7) Given the reactants [CH3:1][C:2]([OH:6])([C:4]#[CH:5])[CH3:3].[Li]CCCC.[CH2:12]([O:19][C:20]1[CH:27]=[CH:26][C:23]([CH:24]=[O:25])=[CH:22][CH:21]=1)[C:13]1[CH:18]=[CH:17][CH:16]=[CH:15][CH:14]=1, predict the reaction product. The product is: [CH2:12]([O:19][C:20]1[CH:21]=[CH:22][C:23]([CH:24]([OH:25])[C:5]#[C:4][C:2]([CH3:3])([OH:6])[CH3:1])=[CH:26][CH:27]=1)[C:13]1[CH:14]=[CH:15][CH:16]=[CH:17][CH:18]=1.